The task is: Predict which catalyst facilitates the given reaction.. This data is from Catalyst prediction with 721,799 reactions and 888 catalyst types from USPTO. (1) The catalyst class is: 513. Product: [N:1]1[C:10]2[C:5](=[N:6][CH:7]=[CH:8][CH:9]=2)[CH:4]=[CH:3][C:2]=1[CH2:11][O:12][C:13]1[CH:14]=[CH:15][C:16]([C:19](=[O:27])[C:20]([C:21]2[CH:22]=[CH:23][N:24]=[CH:25][CH:26]=2)=[CH:30][N:31]([CH3:33])[CH3:32])=[CH:17][CH:18]=1. Reactant: [N:1]1[C:10]2[C:5](=[N:6][CH:7]=[CH:8][CH:9]=2)[CH:4]=[CH:3][C:2]=1[CH2:11][O:12][C:13]1[CH:18]=[CH:17][C:16]([C:19](=[O:27])[CH2:20][C:21]2[CH:26]=[CH:25][N:24]=[CH:23][CH:22]=2)=[CH:15][CH:14]=1.CO[CH:30](OC)[N:31]([CH3:33])[CH3:32]. (2) Reactant: C([N:8]1[CH2:12][CH2:11][CH:10]([C@@H:13]2[CH2:15][C@@H:14]2[C:16]([O:18][C:19]([CH3:22])([CH3:21])[CH3:20])=[O:17])[CH2:9]1)C1C=CC=CC=1.Cl[C:24]([O:26][CH2:27][C:28]1[CH:33]=[CH:32][CH:31]=[CH:30][CH:29]=1)=[O:25]. Product: [CH2:27]([O:26][C:24]([N:8]1[CH2:12][CH2:11][CH:10]([C@@H:13]2[CH2:15][C@@H:14]2[C:16]([O:18][C:19]([CH3:22])([CH3:21])[CH3:20])=[O:17])[CH2:9]1)=[O:25])[C:28]1[CH:33]=[CH:32][CH:31]=[CH:30][CH:29]=1. The catalyst class is: 4. (3) Reactant: FC(F)(F)S(O[C@H:7]([C:12]1[CH:17]=[CH:16][C:15]([Cl:18])=[C:14]([Cl:19])[CH:13]=1)[C:8]([F:11])([F:10])[F:9])(=O)=O.C([O-])([O-])=O.[K+].[K+].[CH3:28][O:29][C:30]1[CH:31]=[C:32]([CH2:38][NH2:39])[CH:33]=[CH:34][C:35]=1[O:36][CH3:37].O. Product: [Cl:19][C:14]1[CH:13]=[C:12]([CH:7]([NH:39][CH2:38][C:32]2[CH:33]=[CH:34][C:35]([O:36][CH3:37])=[C:30]([O:29][CH3:28])[CH:31]=2)[C:8]([F:11])([F:10])[F:9])[CH:17]=[CH:16][C:15]=1[Cl:18]. The catalyst class is: 244.